This data is from Full USPTO retrosynthesis dataset with 1.9M reactions from patents (1976-2016). The task is: Predict the reactants needed to synthesize the given product. (1) Given the product [Br:8][C:9]1[CH:10]=[C:11]2[C:12]3([O:4][N:3]([CH3:2])[C:27]([NH2:28])=[N:26]3)[CH2:13][CH:14]([C:20]3[CH:21]=[CH:22][CH:23]=[CH:24][CH:25]=3)[O:30][C:29]2=[CH:17][C:18]=1[F:19], predict the reactants needed to synthesize it. The reactants are: Cl.[CH3:2][NH:3][OH:4].CO[Na].[Br:8][C:9]1[CH:10]=[C:11]2C(=[CH:17][C:18]=1[F:19])O[CH:14]([C:20]1[CH:25]=[CH:24][CH:23]=[CH:22][CH:21]=1)[CH2:13][C:12]2=[N:26][C:27]#[N:28].[CH3:29][OH:30]. (2) Given the product [Br:1][C:22]1[CH:23]=[C:24]([C:25]([F:28])([F:27])[F:26])[C:19]([CH:14]([O:13][C:9]([CH3:12])([CH3:10])[CH3:11])[C:15]([O:17][CH3:18])=[O:16])=[C:20]([C:30]2[CH:31]=[CH:32][C:33]3[O:38][CH2:37][CH2:36][CH2:35][C:34]=3[CH:39]=2)[C:21]=1[OH:29], predict the reactants needed to synthesize it. The reactants are: [Br:1]N1C(=O)CCC1=O.[C:9]([O:13][CH:14]([C:19]1[C:24]([C:25]([F:28])([F:27])[F:26])=[CH:23][CH:22]=[C:21]([OH:29])[C:20]=1[C:30]1[CH:31]=[CH:32][C:33]2[O:38][CH2:37][CH2:36][CH2:35][C:34]=2[CH:39]=1)[C:15]([O:17][CH3:18])=[O:16])([CH3:12])([CH3:11])[CH3:10].C(NC(C)C)(C)C. (3) Given the product [C:1]([O:5][C:6]([N:8]1[CH2:13][CH2:12][N:11]([CH:14]([C:17]2[CH:22]=[CH:21][CH:20]=[CH:19][C:18]=2[Cl:23])[CH2:15][N:16]([CH2:30][CH3:31])[CH2:33][CH3:34])[CH2:10][CH2:9]1)=[O:7])([CH3:4])([CH3:2])[CH3:3], predict the reactants needed to synthesize it. The reactants are: [C:1]([O:5][C:6]([N:8]1[CH2:13][CH2:12][N:11]([CH:14]([C:17]2[CH:22]=[CH:21][CH:20]=[CH:19][C:18]=2[Cl:23])[CH2:15][NH2:16])[CH2:10][CH2:9]1)=[O:7])([CH3:4])([CH3:3])[CH3:2].C([O-])([O-])=O.[K+].[K+].[CH2:30](Br)[CH3:31].[CH3:33][CH2:34]OC(C)=O. (4) Given the product [Br:12][C:13]1[CH:14]=[C:15]([CH:20]=[CH:21][CH:22]=1)[C:16]([N:18]([C:2]1[C:11]2[C:6](=[CH:7][CH:8]=[CH:9][CH:10]=2)[CH:5]=[CH:4][N:3]=1)[NH2:19])=[O:17], predict the reactants needed to synthesize it. The reactants are: Cl[C:2]1[C:11]2[C:6](=[CH:7][CH:8]=[CH:9][CH:10]=2)[CH:5]=[CH:4][N:3]=1.[Br:12][C:13]1[CH:14]=[C:15]([CH:20]=[CH:21][CH:22]=1)[C:16]([NH:18][NH2:19])=[O:17]. (5) The reactants are: Br[C:2]1[CH:3]=[C:4]2[C:10]([C:11]3[N:16]=[C:15]([N:17]4[CH2:22][CH2:21][CH2:20][C@H:19]([NH:23]C(=O)OC(C)(C)C)[CH2:18]4)[CH:14]=[CH:13][CH:12]=3)=[N:9][N:8](C3CCCCO3)[C:5]2=[CH:6][N:7]=1.CC([NH:41][C:42]([NH2:44])=[O:43])(C)C. Given the product [NH2:23][C@H:19]1[CH2:20][CH2:21][CH2:22][N:17]([C:15]2[N:16]=[C:11]([C:10]3[C:4]4[C:5](=[CH:6][N:7]=[C:2]([NH:41][C:42]([NH2:44])=[O:43])[CH:3]=4)[NH:8][N:9]=3)[CH:12]=[CH:13][CH:14]=2)[CH2:18]1, predict the reactants needed to synthesize it. (6) Given the product [CH2:1]([N:3]1[C:7]2[CH:8]=[CH:9][C:10]([CH:12]([CH2:28][C:29]([C:31]3[CH:32]=[N:33][CH:34]=[CH:35][CH:36]=3)=[O:30])[C:13]([C:14]3[CH:15]=[C:16]([CH3:20])[CH:17]=[CH:18][CH:19]=3)=[O:21])=[CH:11][C:6]=2[N:5]([CH2:22][CH3:23])[C:4]1=[O:24])[CH3:2], predict the reactants needed to synthesize it. The reactants are: [CH2:1]([N:3]1[C:7]2[CH:8]=[CH:9][C:10]([CH2:12][C:13](=[O:21])[C:14]3[CH:15]=[C:16]([CH3:20])[CH:17]=[CH:18][CH:19]=3)=[CH:11][C:6]=2[N:5]([CH2:22][CH3:23])[C:4]1=[O:24])[CH3:2].[H-].[Na+].Br[CH2:28][C:29]([C:31]1[CH:32]=[N:33][CH:34]=[CH:35][CH:36]=1)=[O:30]. (7) Given the product [Cl:26][C:13]1[CH:12]=[C:11]([F:27])[C:10]([N:9]=[C:2]=[O:3])=[CH:25][C:14]=1[O:15][CH2:16]/[C:17](/[O:23][CH3:24])=[CH:18]\[C:19]([O:21][CH3:22])=[O:20], predict the reactants needed to synthesize it. The reactants are: Cl[C:2](OC(Cl)(Cl)Cl)=[O:3].[NH2:9][C:10]1[C:11]([F:27])=[CH:12][C:13]([Cl:26])=[C:14]([CH:25]=1)[O:15][CH2:16]/[C:17](/[O:23][CH3:24])=[CH:18]\[C:19]([O:21][CH3:22])=[O:20].